The task is: Predict the reaction yield, written as a fraction of the theoretical maximum amount of product (1.0 means a 100% yield; for example, 0.34 means a 34% yield).. This data is from Reaction yield outcomes from USPTO patents with 853,638 reactions. (1) The reactants are [CH:1]1([C:4]2[N:5]=[C:6]3[C:12]([C:13]([NH:15][CH2:16][C:17]([CH3:25])([CH3:24])[CH2:18]OS(C)(=O)=O)=[O:14])=[CH:11][N:10]([CH2:26][O:27][CH2:28][CH2:29][Si:30]([CH3:33])([CH3:32])[CH3:31])[C:7]3=[N:8][CH:9]=2)[CH2:3][CH2:2]1.[CH3:34][S-:35].[Na+].C(=O)(O)[O-].[Na+].ClCCl. The catalyst is CN(C=O)C. The product is [CH3:24][C:17]([CH3:25])([CH2:18][S:35][CH3:34])[CH2:16][NH:15][C:13]([C:12]1[C:6]2[C:7](=[N:8][CH:9]=[C:4]([CH:1]3[CH2:3][CH2:2]3)[N:5]=2)[N:10]([CH2:26][O:27][CH2:28][CH2:29][Si:30]([CH3:31])([CH3:32])[CH3:33])[CH:11]=1)=[O:14]. The yield is 0.370. (2) The reactants are Cl.[NH2:2]O.[Br:4][C:5]1[CH:14]=[C:13]([F:15])[CH:12]=[C:11]2[C:6]=1[CH:7]=[CH:8][C:9]([CH:16]=O)=[CH:10]2. The catalyst is CS(C)=O.C(OCC)(=O)C. The product is [Br:4][C:5]1[CH:14]=[C:13]([F:15])[CH:12]=[C:11]2[C:6]=1[CH:7]=[CH:8][C:9]([C:16]#[N:2])=[CH:10]2. The yield is 0.280. (3) The reactants are [Cl:1][C:2]1[CH:12]=[C:11]([Cl:13])[CH:10]=[CH:9][C:3]=1[O:4][CH2:5][C:6]([OH:8])=O.[CH3:14][C:15]1[N:16]=[C:17]([NH2:26])[S:18][C:19]=1[CH2:20][CH2:21][O:22][N+:23]([O-:25])=[O:24]. No catalyst specified. The product is [Cl:1][C:2]1[CH:12]=[C:11]([Cl:13])[CH:10]=[CH:9][C:3]=1[O:4][CH2:5][C:6]([NH:26][C:17]1[S:18][C:19]([CH2:20][CH2:21][O:22][N+:23]([O-:25])=[O:24])=[C:15]([CH3:14])[N:16]=1)=[O:8]. The yield is 0.770. (4) The reactants are [CH2:1]([O:8][C:9]1[CH:18]=[C:17]2[C:12]([C:13](=[O:19])[CH:14]=[CH:15][NH:16]2)=[CH:11][C:10]=1[O:20][CH3:21])[C:2]1[CH:7]=[CH:6][CH:5]=[CH:4][CH:3]=1.[Br:22]Br. The catalyst is C(O)(=O)C. The product is [CH2:1]([O:8][C:9]1[CH:18]=[C:17]2[C:12]([C:13](=[O:19])[C:14]([Br:22])=[CH:15][NH:16]2)=[CH:11][C:10]=1[O:20][CH3:21])[C:2]1[CH:7]=[CH:6][CH:5]=[CH:4][CH:3]=1. The yield is 1.00.